From a dataset of Reaction yield outcomes from USPTO patents with 853,638 reactions. Predict the reaction yield, written as a fraction of the theoretical maximum amount of product (1.0 means a 100% yield; for example, 0.34 means a 34% yield). (1) The reactants are Cl[C:2]1[N:7]=[CH:6][CH:5]=[C:4]([C:8]#[N:9])[N:3]=1.[CH3:10][S-:11].[Na+].C1COCC1.C(OCC)(=O)C. The catalyst is O. The product is [C:8]([C:4]1[N:3]=[C:2]([S:11][CH3:10])[N:7]=[CH:6][CH:5]=1)#[N:9]. The yield is 0.660. (2) The reactants are [Cl:1][C:2]1[C:10]([NH:11][S:12]([C:15]2[S:16][CH:17]=[CH:18][CH:19]=2)(=[O:14])=[O:13])=[C:9]2[C:5]([CH:6]=[C:7]([C:20]([NH2:22])=O)[NH:8]2)=[CH:4][CH:3]=1.COC1C=CC(P2(SP(C3C=CC(OC)=CC=3)(=S)S2)=[S:32])=CC=1. The catalyst is O1CCCC1. The product is [Cl:1][C:2]1[C:10]([NH:11][S:12]([C:15]2[S:16][CH:17]=[CH:18][CH:19]=2)(=[O:14])=[O:13])=[C:9]2[C:5]([CH:6]=[C:7]([C:20](=[S:32])[NH2:22])[NH:8]2)=[CH:4][CH:3]=1. The yield is 0.910. (3) The product is [Cl:1][C:2]1[CH:7]=[C:6](/[CH:8]=[CH:9]/[CH:10]([C:15]2[CH:16]=[C:17]([Cl:22])[CH:18]=[C:19]([Cl:21])[CH:20]=2)[C:11]([F:13])([F:14])[F:12])[CH:5]=[CH:4][C:3]=1[CH2:23][NH:24][C:41](=[O:34])[CH3:42]. The catalyst is CN(C=O)C.O. The reactants are [Cl:1][C:2]1[CH:7]=[C:6](/[CH:8]=[CH:9]/[CH:10]([C:15]2[CH:20]=[C:19]([Cl:21])[CH:18]=[C:17]([Cl:22])[CH:16]=2)[C:11]([F:14])([F:13])[F:12])[CH:5]=[CH:4][C:3]=1[CH2:23][NH2:24].C1C=CC2N([OH:34])N=NC=2C=1.CCN=C=NC[CH2:41][CH2:42]N(C)C.Cl.CCN(C(C)C)C(C)C. The yield is 0.600. (4) The reactants are [CH3:1][N:2]([CH3:30])[C:3]([C:5]1[C:18]([CH2:19][CH2:20][C:21](=[O:28])[C:22]2[CH:27]=[CH:26][CH:25]=[CH:24][CH:23]=2)=[C:17]([OH:29])[C:8]2[N:9]=[C:10]([C:13]([F:16])([F:15])[F:14])[N:11]([CH3:12])[C:7]=2[CH:6]=1)=[O:4].[BH4-].[Na+].[Cl-].[NH4+].O. The catalyst is C(O)C. The product is [CH3:30][N:2]([CH3:1])[C:3]([C:5]1[C:18]([CH2:19][CH2:20][CH:21]([OH:28])[C:22]2[CH:23]=[CH:24][CH:25]=[CH:26][CH:27]=2)=[C:17]([OH:29])[C:8]2[N:9]=[C:10]([C:13]([F:16])([F:14])[F:15])[N:11]([CH3:12])[C:7]=2[CH:6]=1)=[O:4]. The yield is 0.980. (5) The reactants are [H-].[Na+].[Br:3][C:4]1[CH:5]=[CH:6][C:7]2[C:12](=[O:13])[O:11][C:10](=[O:14])[NH:9][C:8]=2[CH:15]=1.I[CH2:17][CH3:18]. The catalyst is CN(C=O)C. The product is [Br:3][C:4]1[CH:5]=[CH:6][C:7]2[C:12](=[O:13])[O:11][C:10](=[O:14])[N:9]([CH2:17][CH3:18])[C:8]=2[CH:15]=1. The yield is 0.950. (6) The reactants are C(Cl)(=O)C(Cl)=O.CS(C)=O.[CH3:11][O:12][CH2:13][CH2:14]O.C(N(CC)CC)C.[CH3:23][O:24][C:25](=[O:37])[C:26]1[C:27](=[C:32]([NH2:36])[CH:33]=[CH:34][CH:35]=1)[C:28]([O:30][CH3:31])=[O:29].C(O)(=O)C.C(O[BH-](OC(=O)C)OC(=O)C)(=O)C.[Na+]. The catalyst is C(Cl)Cl. The product is [CH3:23][O:24][C:25](=[O:37])[C:26]1[C:27](=[C:32]([NH:36][CH2:14][CH2:13][O:12][CH3:11])[CH:33]=[CH:34][CH:35]=1)[C:28]([O:30][CH3:31])=[O:29]. The yield is 0.840. (7) The reactants are [NH2:1][C:2]1[N:7]=[CH:6][N:5]=[C:4]2[N:8]([CH2:12][C@H:13]3[CH2:17][CH2:16][CH2:15][N:14]3[C:18]([O:20][C:21]([CH3:24])([CH3:23])[CH3:22])=[O:19])[N:9]=[C:10](I)[C:3]=12.[F:25][C:26]1[CH:27]=[C:28]([CH:45]=[C:46]([F:48])[CH:47]=1)[O:29][C:30]1[CH:35]=[CH:34][C:33](B2OC(C)(C)C(C)(C)O2)=[CH:32][CH:31]=1.O1CCOCC1.C(=O)([O-])[O-].[Na+].[Na+]. The catalyst is O. The product is [NH2:1][C:2]1[N:7]=[CH:6][N:5]=[C:4]2[N:8]([CH2:12][C@H:13]3[CH2:17][CH2:16][CH2:15][N:14]3[C:18]([O:20][C:21]([CH3:24])([CH3:23])[CH3:22])=[O:19])[N:9]=[C:10]([C:33]3[CH:32]=[CH:31][C:30]([O:29][C:28]4[CH:45]=[C:46]([F:48])[CH:47]=[C:26]([F:25])[CH:27]=4)=[CH:35][CH:34]=3)[C:3]=12. The yield is 0.810.